From a dataset of Full USPTO retrosynthesis dataset with 1.9M reactions from patents (1976-2016). Predict the reactants needed to synthesize the given product. Given the product [OH:11][CH2:10][C@@H:9]([NH:8][C:6](=[O:7])[O:5][C:1]([CH3:4])([CH3:3])[CH3:2])[CH2:14][NH:15][C:16](=[O:17])[O:18][C:19]([CH3:21])([CH3:22])[CH3:20], predict the reactants needed to synthesize it. The reactants are: [C:1]([O:5][C:6]([NH:8][C@@H:9]([CH2:14][NH:15][C:16]([O:18][C:19]([CH3:22])([CH3:21])[CH3:20])=[O:17])[C:10](OC)=[O:11])=[O:7])([CH3:4])([CH3:3])[CH3:2].[Cl-].[Li+].[BH4-].[Na+].C(O)(=O)C.